The task is: Predict the product of the given reaction.. This data is from Forward reaction prediction with 1.9M reactions from USPTO patents (1976-2016). (1) Given the reactants [Cl:1][C:2]1[CH:7]=[C:6]([F:8])[CH:5]=[CH:4][C:3]=1[CH2:9][NH:10]C(=O)[C@@H]1CC(C)(C)C(=O)N1CC.[CH2:23]([N:25]1[C:32](=[O:33])[C:31]([CH2:41][C:42]2[CH:47]=[CH:46][CH:45]=[CH:44][CH:43]=2)([CH2:34][C:35]2[CH:40]=[CH:39][CH:38]=[CH:37][CH:36]=2)[CH2:30][C@H:26]1[C:27]([OH:29])=[O:28])[CH3:24].C(N1C(=O)C(C)(C)C[C@H]1C(O)=O)C.[CH2:61]([N:63]1[CH:67]([CH2:68][O:69][C:70]([C:83]2[CH:88]=[CH:87][CH:86]=[CH:85][CH:84]=2)([C:77]2[CH:82]=[CH:81][CH:80]=[CH:79][CH:78]=2)[C:71]2[CH:76]=[CH:75][CH:74]=[CH:73][CH:72]=2)[CH2:66][C:65]([CH2:96]C2C=CC=CC=2)([CH2:89]C2C=CC=CC=2)[C:64]1=[O:103])[CH3:62], predict the reaction product. The product is: [Cl:1][C:2]1[CH:7]=[C:6]([F:8])[CH:5]=[CH:4][C:3]=1[CH2:9][NH:10][C:27](=[O:29])[C@@H:26]1[CH2:30][C:31]([CH2:41][C:42]2[CH:47]=[CH:46][CH:45]=[CH:44][CH:43]=2)([CH2:34][C:35]2[CH:36]=[CH:37][CH:38]=[CH:39][CH:40]=2)[C:32](=[O:33])[N:25]1[CH2:23][CH3:24].[CH2:23]([N:25]1[C:32](=[O:33])[C:31]([CH2:41][C:42]2[CH:47]=[CH:46][CH:45]=[CH:44][CH:43]=2)([CH2:34][C:35]2[CH:36]=[CH:37][CH:38]=[CH:39][CH:40]=2)[CH2:30][C@H:26]1[C:27]([OH:29])=[O:28])[CH3:24].[CH2:61]([N:63]1[CH:67]([CH2:68][O:69][C:70]([C:83]2[CH:88]=[CH:87][CH:86]=[CH:85][CH:84]=2)([C:77]2[CH:78]=[CH:79][CH:80]=[CH:81][CH:82]=2)[C:71]2[CH:76]=[CH:75][CH:74]=[CH:73][CH:72]=2)[CH2:66][C:65]([CH3:96])([CH3:89])[C:64]1=[O:103])[CH3:62]. (2) Given the reactants Br[C:2]1[CH:7]=[CH:6][N:5]2[C:8]([C:11]3[CH:16]=[CH:15][C:14]([F:17])=[CH:13][CH:12]=3)=[N:9][CH:10]=[C:4]2[CH:3]=1.C([Li])CCC.[F:23][C:24]([F:38])([F:37])[C:25]([C:27]1[C:35]2[C:30](=[CH:31][CH:32]=[CH:33][CH:34]=2)[N:29]([CH3:36])[CH:28]=1)=[O:26], predict the reaction product. The product is: [F:38][C:24]([F:23])([F:37])[C:25]([C:2]1[CH:7]=[CH:6][N:5]2[C:8]([C:11]3[CH:16]=[CH:15][C:14]([F:17])=[CH:13][CH:12]=3)=[N:9][CH:10]=[C:4]2[CH:3]=1)([C:27]1[C:35]2[C:30](=[CH:31][CH:32]=[CH:33][CH:34]=2)[N:29]([CH3:36])[CH:28]=1)[OH:26]. (3) Given the reactants [F:1][C:2]([F:20])([F:19])[C:3]([C:9]1[CH:14]=[CH:13][C:12]([O:15][CH3:16])=[CH:11][C:10]=1[CH2:17][OH:18])(O)[C:4]([F:7])([F:6])[F:5].Cl, predict the reaction product. The product is: [CH3:16][O:15][C:12]1[CH:11]=[C:10]2[C:9](=[CH:14][CH:13]=1)[C:3]([C:4]([F:7])([F:6])[F:5])([C:2]([F:19])([F:1])[F:20])[O:18][CH2:17]2. (4) Given the reactants Br[C:2]1[CH:3]=[C:4]([NH:10][C:11]2[CH:19]=[C:14]3[CH2:15][O:16][CH2:17][CH2:18][N:13]3[N:12]=2)[C:5](=[O:9])[N:6]([CH3:8])[CH:7]=1.[C:20]([O:23][CH2:24][C:25]1[C:30](B2OC(C)(C)C(C)(C)O2)=[CH:29][CH:28]=[CH:27][C:26]=1[N:40]1[CH2:52][CH2:51][N:43]2[C:44]3[CH2:45][CH2:46][CH2:47][CH2:48][C:49]=3[CH:50]=[C:42]2[C:41]1=[O:53])(=[O:22])[CH3:21].COCCOC.C(=O)([O-])[O-].[Na+].[Na+], predict the reaction product. The product is: [C:20]([O:23][CH2:24][C:25]1[C:26]([N:40]2[CH2:52][CH2:51][N:43]3[C:44]4[CH2:45][CH2:46][CH2:47][CH2:48][C:49]=4[CH:50]=[C:42]3[C:41]2=[O:53])=[CH:27][CH:28]=[CH:29][C:30]=1[C:2]1[CH:3]=[C:4]([NH:10][C:11]2[CH:19]=[C:14]3[CH2:15][O:16][CH2:17][CH2:18][N:13]3[N:12]=2)[C:5](=[O:9])[N:6]([CH3:8])[CH:7]=1)(=[O:22])[CH3:21]. (5) Given the reactants [Cl:1][C:2]1[CH:7]=[CH:6][CH:5]=[CH:4][C:3]=1[N:8]=[C:9]=[O:10].Cl[C:12]1[CH:17]=[CH:16][CH:15]=[C:14]([CH3:18])[C:13]=1N=C=O.[CH:22]1[CH:27]=[CH:26][C:25]([C@H:28]([NH:32][C:33]([O:35]CC2C3C(=CC=CC=3)C3C2=CC=CC=3)=O)[C:29]([OH:31])=[O:30])=[CH:24][CH:23]=1.C1CC[CH:53]([C@H:56]([NH:60]C(OCC2C3C(=CC=CC=3)C3C2=CC=CC=3)=O)[C:57](O)=O)CC1, predict the reaction product. The product is: [Cl:1][C:2]1[CH:7]=[CH:6][CH:5]=[CH:4][C:3]=1[NH:8][C:9]([NH:60][C:56]1[C:53]([C:33]([NH:32][CH:28]([C:25]2[CH:24]=[CH:23][CH:22]=[CH:27][CH:26]=2)[C:29]([OH:31])=[O:30])=[O:35])=[CH:18][C:14]2[C:13]([CH:57]=1)=[CH:12][CH:17]=[CH:16][CH:15]=2)=[O:10]. (6) The product is: [F:25][C:23]([F:24])([F:26])[S:22][C:19]1[CH:18]=[CH:17][C:16]([CH:14]([NH:12][C:5]2[C:6]3[CH:7]=[N:8][CH:9]=[CH:10][C:11]=3[O:3][N:4]=2)[CH3:15])=[CH:21][CH:20]=1. Given the reactants [H-].[Na+].[O:3]1[C:11]2[CH:10]=[CH:9][N:8]=[CH:7][C:6]=2[C:5]([NH2:12])=[N:4]1.Br[CH:14]([C:16]1[CH:21]=[CH:20][C:19]([S:22][C:23]([F:26])([F:25])[F:24])=[CH:18][CH:17]=1)[CH3:15].[NH4+].[Cl-], predict the reaction product. (7) The product is: [C:30]([O:14][CH:8]([C:3]1[S:4][C:5]([Br:7])=[CH:6][C:2]=1[Br:1])[C:9]([O:11][CH2:12][CH3:13])=[O:10])([CH3:33])([CH3:32])[CH3:31]. Given the reactants [Br:1][C:2]1[CH:6]=[C:5]([Br:7])[S:4][C:3]=1[CH:8]([OH:14])[C:9]([O:11][CH2:12][CH3:13])=[O:10].Cl(O)(=O)(=O)=O.C(=O)([O-])[O-].[K+].[K+].C(O[C:30]([CH3:33])([CH3:32])[CH3:31])(=O)C, predict the reaction product. (8) Given the reactants [NH2:1][C:2]1[C:11]([Cl:12])=[N:10][C:9]2[C:4](=[CH:5][CH:6]=[CH:7][CH:8]=2)[N:3]=1.Br[CH2:14][CH:15](OCC)OCC.C(=O)([O-])[O-].[Na+].[Na+], predict the reaction product. The product is: [Cl:12][C:11]1[C:2]2[N:3]([CH:14]=[CH:15][N:1]=2)[C:4]2[C:9]([N:10]=1)=[CH:8][CH:7]=[CH:6][CH:5]=2. (9) The product is: [Br:1][C:2]1[CH:20]=[CH:19][C:5]2[C:6]3[N:7]=[C:8]([C:14]4[N:15]([CH2:33][C:34]([F:37])([F:36])[F:35])[CH:16]=[CH:17][N:18]=4)[S:9][C:10]=3[CH2:11][CH2:12][O:13][C:4]=2[CH:3]=1. Given the reactants [Br:1][C:2]1[CH:20]=[CH:19][C:5]2[C:6]3[N:7]=[C:8]([C:14]4[NH:15][CH:16]=[CH:17][N:18]=4)[S:9][C:10]=3[CH2:11][CH2:12][O:13][C:4]=2[CH:3]=1.CN(C)C=O.C(=O)([O-])[O-].[Cs+].[Cs+].I[CH2:33][C:34]([F:37])([F:36])[F:35], predict the reaction product. (10) Given the reactants [Br:1][C:2]1[C:3]([S:11][C:12]2[N:13]([CH2:22][CH2:23][CH:24]3[CH2:29][CH2:28][NH:27][CH2:26][CH2:25]3)[C:14]3[C:19]([N:20]=2)=[C:18]([NH2:21])[N:17]=[CH:16][N:15]=3)=[CH:4][C:5]2[O:9][CH2:8][O:7][C:6]=2[CH:10]=1.Br[CH2:31][CH2:32][CH2:33][OH:34], predict the reaction product. The product is: [NH2:21][C:18]1[N:17]=[CH:16][N:15]=[C:14]2[C:19]=1[N:20]=[C:12]([S:11][C:3]1[C:2]([Br:1])=[CH:10][C:6]3[O:7][CH2:8][O:9][C:5]=3[CH:4]=1)[N:13]2[CH2:22][CH2:23][CH:24]1[CH2:25][CH2:26][N:27]([CH2:31][CH2:32][CH2:33][OH:34])[CH2:28][CH2:29]1.